From a dataset of Forward reaction prediction with 1.9M reactions from USPTO patents (1976-2016). Predict the product of the given reaction. Given the reactants [CH2:1]([O:5][C:6]1[C:15]2[C:10](=[CH:11][CH:12]=[C:13]([CH:16]=[O:17])[CH:14]=2)[C:9](=[O:18])[N:8]([CH2:19][CH:20]2[CH2:22][CH2:21]2)[C:7]=1[CH2:23][NH:24][C:25](=[O:31])[O:26][C:27]([CH3:30])([CH3:29])[CH3:28])[CH2:2][CH2:3][CH3:4].O1CCC[CH2:33]1, predict the reaction product. The product is: [CH2:1]([O:5][C:6]1[C:15]2[C:10](=[CH:11][CH:12]=[C:13]([CH:16]=[O:17])[CH:14]=2)[C:9](=[O:18])[N:8]([CH2:19][C:20]([CH3:33])([CH3:21])[CH3:22])[C:7]=1[CH2:23][NH:24][C:25](=[O:31])[O:26][C:27]([CH3:28])([CH3:30])[CH3:29])[CH2:2][CH2:3][CH3:4].